This data is from NCI-60 drug combinations with 297,098 pairs across 59 cell lines. The task is: Regression. Given two drug SMILES strings and cell line genomic features, predict the synergy score measuring deviation from expected non-interaction effect. Drug 1: C1CC(=O)NC(=O)C1N2CC3=C(C2=O)C=CC=C3N. Drug 2: C1=NNC2=C1C(=O)NC=N2. Cell line: OVCAR-5. Synergy scores: CSS=4.93, Synergy_ZIP=-1.34, Synergy_Bliss=2.44, Synergy_Loewe=0.525, Synergy_HSA=1.19.